The task is: Predict the product of the given reaction.. This data is from Forward reaction prediction with 1.9M reactions from USPTO patents (1976-2016). (1) Given the reactants [F:1][C:2]1[C:3]([C:9]#[N:10])=[N:4][C:5]([F:8])=[CH:6][N:7]=1.[O:11]1CCCC1, predict the reaction product. The product is: [F:1][C:2]1[C:3]([C:9]([NH2:10])=[O:11])=[N:4][C:5]([F:8])=[CH:6][N:7]=1. (2) Given the reactants Cl[C:2]1[C:11]2=[N:12][N:13](CC3C=CC(OC)=CC=3)[CH:14]=[C:10]2[C:9]2[CH:8]=[C:7]([O:24][CH3:25])[CH:6]=[CH:5][C:4]=2[N:3]=1.[NH2:26][C:27]1[CH:32]=[CH:31][C:30]([CH2:33][C:34]([NH2:36])=[O:35])=[CH:29][CH:28]=1.Cl, predict the reaction product. The product is: [CH3:25][O:24][C:7]1[CH:6]=[CH:5][C:4]2[N:3]=[C:2]([NH:26][C:27]3[CH:28]=[CH:29][C:30]([CH2:33][C:34]([NH2:36])=[O:35])=[CH:31][CH:32]=3)[C:11]3[NH:12][N:13]=[CH:14][C:10]=3[C:9]=2[CH:8]=1. (3) Given the reactants [CH:1]1([S:4]([C:7]2[CH:12]=[CH:11][C:10]([CH:13]([CH2:28][CH:29]3[CH2:34][CH2:33][O:32][CH2:31][CH2:30]3)[C:14](=O)[CH2:15][CH2:16][C:17]([C:19]3[S:20][C:21]([CH:24]([OH:26])[CH3:25])=[CH:22][N:23]=3)=O)=[CH:9][CH:8]=2)(=[O:6])=[O:5])[CH2:3][CH2:2]1.C([O-])(=O)C.[NH4+:39].[OH-].[Na+], predict the reaction product. The product is: [CH:1]1([S:4]([C:7]2[CH:8]=[CH:9][C:10]([CH:13]([C:14]3[NH:39][C:17]([C:19]4[S:20][C:21]([CH:24]([OH:26])[CH3:25])=[CH:22][N:23]=4)=[CH:16][CH:15]=3)[CH2:28][CH:29]3[CH2:34][CH2:33][O:32][CH2:31][CH2:30]3)=[CH:11][CH:12]=2)(=[O:5])=[O:6])[CH2:3][CH2:2]1. (4) Given the reactants [Cl:1][C:2]1[S:17][C:5]2[N:6]=[CH:7][N:8]=[C:9]([NH:10][CH:11]3[CH2:16][CH2:15][NH:14][CH2:13][CH2:12]3)[C:4]=2[C:3]=1[CH3:18].Br[CH2:20][C:21]1[CH:26]=[CH:25][CH:24]=[C:23]([F:27])[CH:22]=1, predict the reaction product. The product is: [F:27][C:23]1[CH:22]=[C:21]([CH:26]=[CH:25][CH:24]=1)[CH2:20][N:14]1[CH2:13][CH2:12][CH:11]([NH:10][C:9]2[C:4]3[C:3]([CH3:18])=[C:2]([Cl:1])[S:17][C:5]=3[N:6]=[CH:7][N:8]=2)[CH2:16][CH2:15]1. (5) Given the reactants Cl.[NH:2]1[C:7]2[N:8]=[CH:9][CH:10]=[CH:11][C:6]=2[C:5]2([CH2:16][CH2:15][NH:14][CH2:13][CH2:12]2)[O:4][C:3]1=[O:17].Cl[C:19]1[N:24]=[CH:23][N:22]=[C:21]([C:25]([C:27]2[CH:37]=[C:36]([CH3:38])[C:30]3[N:31]([CH3:35])[C:32](=[O:34])[O:33][C:29]=3[CH:28]=2)=[O:26])[CH:20]=1.CCN(C(C)C)C(C)C, predict the reaction product. The product is: [CH3:35][N:31]1[C:30]2[C:36]([CH3:38])=[CH:37][C:27]([C:25]([C:21]3[N:22]=[CH:23][N:24]=[C:19]([N:14]4[CH2:13][CH2:12][C:5]5([O:4][C:3](=[O:17])[NH:2][C:7]6[N:8]=[CH:9][CH:10]=[CH:11][C:6]5=6)[CH2:16][CH2:15]4)[CH:20]=3)=[O:26])=[CH:28][C:29]=2[O:33][C:32]1=[O:34]. (6) Given the reactants C[Si]([N-][Si](C)(C)C)(C)C.[Na+].O1CCCC1.[N:16]1([CH2:21][CH2:22][C:23]2[C:27]3=[N:28][CH:29]=[CH:30][CH:31]=[C:26]3[NH:25][CH:24]=2)[CH2:20][CH2:19][CH2:18][CH2:17]1.CN(CC)C.[CH3:37][N:38]1[C:43]2[CH:44]=[C:45]([S:48](Cl)(=[O:50])=[O:49])[CH:46]=[CH:47][C:42]=2[O:41][CH2:40][CH2:39]1, predict the reaction product. The product is: [CH3:37][N:38]1[C:43]2[CH:44]=[C:45]([S:48]([N:25]3[C:26]4[C:27](=[N:28][CH:29]=[CH:30][CH:31]=4)[C:23]([CH2:22][CH2:21][N:16]4[CH2:20][CH2:19][CH2:18][CH2:17]4)=[CH:24]3)(=[O:50])=[O:49])[CH:46]=[CH:47][C:42]=2[O:41][CH2:40][CH2:39]1. (7) Given the reactants [N:1]1[C:10]2[CH:9]([NH:11][CH2:12][C:13]3[CH:18]=[CH:17][C:16]([NH:19][C:20]([C:22]4[CH:27]=[CH:26][CH:25]=[CH:24][N:23]=4)=[O:21])=[CH:15][CH:14]=3)[CH2:8][CH2:7][CH2:6][C:5]=2[CH:4]=[CH:3][CH:2]=1.[NH:28]1[C:32]2[CH:33]=[CH:34][CH:35]=[CH:36][C:31]=2[N:30]=[C:29]1[CH:37]=O.[BH-](OC(C)=O)(OC(C)=O)OC(C)=O.[Na+], predict the reaction product. The product is: [NH:28]1[C:32]2[CH:33]=[CH:34][CH:35]=[CH:36][C:31]=2[N:30]=[C:29]1[CH2:37][N:11]([CH2:12][C:13]1[CH:18]=[CH:17][C:16]([NH:19][C:20]([C:22]2[CH:27]=[CH:26][CH:25]=[CH:24][N:23]=2)=[O:21])=[CH:15][CH:14]=1)[CH:9]1[C:10]2[N:1]=[CH:2][CH:3]=[CH:4][C:5]=2[CH2:6][CH2:7][CH2:8]1. (8) Given the reactants [CH2:1]([O:8][C:9](=[O:21])[NH:10][C@H:11]1[CH2:16][CH2:15][C@@H:14]([OH:17])[CH2:13][C@@H:12]1[CH:18]=[CH:19][CH3:20])[C:2]1[CH:7]=[CH:6][CH:5]=[CH:4][CH:3]=1.N1C=CC=CC=1.CC(OI1(OC(C)=O)(OC(C)=O)OC(=O)C2C=CC=CC1=2)=O, predict the reaction product. The product is: [CH2:1]([O:8][C:9](=[O:21])[NH:10][C@H:11]1[CH2:16][CH2:15][C:14](=[O:17])[CH2:13][C@@H:12]1[CH:18]=[CH:19][CH3:20])[C:2]1[CH:3]=[CH:4][CH:5]=[CH:6][CH:7]=1.